From a dataset of Full USPTO retrosynthesis dataset with 1.9M reactions from patents (1976-2016). Predict the reactants needed to synthesize the given product. (1) Given the product [Br:8][C:3]1[CH:4]=[CH:5][C:6]([O:7][CH2:15][CH:17]2[CH2:18][O:19]2)=[CH:1][CH:2]=1, predict the reactants needed to synthesize it. The reactants are: [CH:1]1[C:6]([OH:7])=[CH:5][CH:4]=[C:3]([Br:8])[CH:2]=1.C([O-])([O-])=O.[Cs+].[Cs+].[CH2:15]([CH:17]1[O:19][CH2:18]1)Br.CCCCCCC.C(OCC)(=O)C. (2) Given the product [O:16]=[C:11]1[CH2:12][CH2:13][CH2:14][CH2:15][N:10]1[C:2]1[C:7]([CH:8]=[O:9])=[CH:6][CH:5]=[CH:4][N:3]=1, predict the reactants needed to synthesize it. The reactants are: Br[C:2]1[C:7]([CH:8]=[O:9])=[CH:6][CH:5]=[CH:4][N:3]=1.[NH:10]1[CH2:15][CH2:14][CH2:13][CH2:12][C:11]1=[O:16].C(=O)([O-])[O-].[Cs+].[Cs+]. (3) Given the product [CH2:20]([O:19][C:10]1[CH:9]=[CH:8][C:7]([B:22]([OH:25])[OH:23])=[C:12]([CH:13]=[O:14])[C:11]=1[F:18])[CH3:21], predict the reactants needed to synthesize it. The reactants are: [Li]CCCC.Br[C:7]1[C:12]([CH:13]2OCC[O:14]2)=[C:11]([F:18])[C:10]([O:19][CH2:20][CH3:21])=[CH:9][CH:8]=1.[B:22](OC)([O:25]C)[O:23]C. (4) Given the product [Cl:1][C:2]1[C:7]([C:8]2[CH:13]=[CH:12][CH:11]=[C:10]([CH2:14][CH3:15])[CH:9]=2)=[C:6]([C:16]([OH:34])([CH2:28][CH2:29][CH2:30][CH2:31][O:32][CH3:33])[CH2:17][CH2:18][NH:19][CH3:20])[CH:5]=[CH:4][CH:3]=1, predict the reactants needed to synthesize it. The reactants are: [Cl:1][C:2]1[C:7]([C:8]2[CH:13]=[CH:12][CH:11]=[C:10]([CH2:14][CH3:15])[CH:9]=2)=[C:6]([C:16]([OH:34])([CH2:28][CH2:29][CH2:30][CH2:31][O:32][CH3:33])[CH2:17][CH2:18][N:19](C)[C:20](=O)OC(C)(C)C)[CH:5]=[CH:4][CH:3]=1.Cl. (5) Given the product [O:25]=[C:24]1[CH2:23][CH2:22][C@@:21]2([CH3:26])[C@@H:3]([CH2:4][CH2:5][C:6]3[C:7]4[C@:17]([CH3:27])([CH2:18][CH2:19][C:20]=32)[C@@H:10]([C@H:11]([CH3:16])[CH2:12][CH2:13][CH:14]=[O:15])[CH2:9][CH:8]=4)[C:2]1([CH3:1])[CH3:28], predict the reactants needed to synthesize it. The reactants are: [CH3:1][C:2]1([CH3:28])[C@@H:24]([OH:25])[CH2:23][CH2:22][C@@:21]2([CH3:26])[C@H:3]1[CH2:4][CH2:5][C:6]1[C:7]3[C@:17]([CH3:27])([CH2:18][CH2:19][C:20]=12)[C@@H:10]([C@H:11]([CH3:16])[CH2:12][CH2:13][CH2:14][OH:15])[CH2:9][CH:8]=3.C[N+]1([O-])CCOCC1.CCOCC. (6) Given the product [CH2:5]([C@@H:24]1[C@@:25]2([CH3:26])[C:20]([CH2:19][CH2:18][C@@H:17]3[C@@H:27]2[CH2:28][CH2:29][C@@:12]2([CH3:11])[C@H:16]3[CH2:15][CH2:14][C:13]2=[O:31])=[CH:21][C:22](=[O:30])[CH2:23]1)[CH2:6][CH2:7][CH2:8][CH2:9][CH3:10], predict the reactants needed to synthesize it. The reactants are: P(N)([O-])[O-].[CH2:5]=[CH:6][CH2:7][CH2:8][CH2:9][CH3:10].[CH3:11][C@:12]12[CH2:29][CH2:28][C@H:27]3[C@@H:17]([CH2:18][CH2:19][C:20]4[C@:25]3([CH3:26])[CH:24]=[CH:23][C:22](=[O:30])[CH:21]=4)[C@@H:16]1[CH2:15][CH2:14][C:13]2=[O:31].C[Si](Cl)(C)C. (7) Given the product [CH:1]1([C:7]2[C:16]3[C:11](=[CH:12][CH:13]=[C:14]([C:17]([NH:32][CH2:31][CH:30]([CH3:33])[CH3:29])=[O:19])[CH:15]=3)[CH2:10][CH2:9][N:8]=2)[CH2:2][CH2:3][CH2:4][CH2:5][CH2:6]1, predict the reactants needed to synthesize it. The reactants are: [CH:1]1([C:7]2[C:16]3[C:11](=[CH:12][CH:13]=[C:14]([C:17]([OH:19])=O)[CH:15]=3)[CH2:10][CH2:9][N:8]=2)[CH2:6][CH2:5][CH2:4][CH2:3][CH2:2]1.C(N(CC)C(C)C)(C)C.[CH3:29][CH:30]([CH3:33])[CH2:31][NH2:32].O. (8) Given the product [Cl:9][C:10]1[CH:11]=[C:12]([CH3:17])[C:13]([NH2:14])=[C:15]([I:8])[CH:16]=1, predict the reactants needed to synthesize it. The reactants are: C1C(=O)N([I:8])C(=O)C1.[Cl:9][C:10]1[CH:16]=[CH:15][C:13]([NH2:14])=[C:12]([CH3:17])[CH:11]=1.O.